This data is from Full USPTO retrosynthesis dataset with 1.9M reactions from patents (1976-2016). The task is: Predict the reactants needed to synthesize the given product. (1) Given the product [CH3:18][O:17][C:12]1[C:11]2[C:10]([C:19]3[CH:20]=[CH:21][C:22]([N:25]4[CH2:30][CH2:29][O:28][CH2:27][CH2:26]4)=[CH:23][CH:24]=3)=[N:9][NH:8][C:16]=2[CH:15]=[CH:14][N:13]=1, predict the reactants needed to synthesize it. The reactants are: C([N:8]1[C:16]2[CH:15]=[CH:14][N:13]=[C:12]([O:17][CH3:18])[C:11]=2[C:10]([C:19]2[CH:24]=[CH:23][C:22]([N:25]3[CH2:30][CH2:29][O:28][CH2:27][CH2:26]3)=[CH:21][CH:20]=2)=[N:9]1)C1C=CC=CC=1.CC(C)([O-])C.[K+].[Cl-].[NH4+]. (2) Given the product [CH3:1][C:2]1([CH3:14])[CH2:5][C:4]([C:9]2[S:10][CH:11]=[CH:12][CH:13]=2)([C:6]([NH:21][NH2:22])=[O:7])[CH2:3]1, predict the reactants needed to synthesize it. The reactants are: [CH3:1][C:2]1([CH3:14])[CH2:5][C:4]([C:9]2[S:10][CH:11]=[CH:12][CH:13]=2)([C:6](O)=[O:7])[CH2:3]1.C1C=C2[N:21]=[N:22]N(O)C2=CC=1.O.O.NN. (3) Given the product [CH2:1]([SiH:9]([Cl:11])[Cl:10])[CH2:2][CH2:3][CH2:4][CH2:5][CH2:6][CH:7]=[CH2:8], predict the reactants needed to synthesize it. The reactants are: [CH2:1]([Si:9](Cl)([Cl:11])[Cl:10])[CH2:2][CH2:3][CH2:4][CH2:5][CH2:6][CH:7]=[CH2:8].C[SiH](Cl)Cl.